This data is from Forward reaction prediction with 1.9M reactions from USPTO patents (1976-2016). The task is: Predict the product of the given reaction. (1) Given the reactants Br[C:2]1[CH:17]=[CH:16][C:5]([O:6][C:7]2[C:12]3[CH:13]=[CH:14][O:15][C:11]=3[CH:10]=[CH:9][N:8]=2)=[CH:4][C:3]=1[CH3:18].[CH3:19][C:20]1([CH3:36])[C:24]([CH3:26])([CH3:25])[O:23][B:22]([B:22]2[O:23][C:24]([CH3:26])([CH3:25])[C:20]([CH3:36])([CH3:19])[O:21]2)[O:21]1.C([O-])(=O)C.[K+], predict the reaction product. The product is: [CH3:18][C:3]1[CH:4]=[C:5]([CH:16]=[CH:17][C:2]=1[B:22]1[O:23][C:24]([CH3:26])([CH3:25])[C:20]([CH3:36])([CH3:19])[O:21]1)[O:6][C:7]1[C:12]2[CH:13]=[CH:14][O:15][C:11]=2[CH:10]=[CH:9][N:8]=1. (2) Given the reactants Cl.[Cl:2][C:3]1[C:4]([NH:13][C:14](=[O:26])[CH2:15][C:16]2[CH:21]=[CH:20][C:19]([C:22]([F:25])([F:24])[F:23])=[CH:18][CH:17]=2)=[C:5]2[C:10](=[CH:11][CH:12]=1)[CH2:9][NH:8][CH2:7][CH2:6]2.[Cl:27][C:28]1[CH:33]=[CH:32][CH:31]=[CH:30][C:29]=1[S:34](Cl)(=[O:36])=[O:35].C(Cl)(Cl)Cl.N1C=CC=CC=1.CN(C)CCN, predict the reaction product. The product is: [Cl:2][C:3]1[C:4]([NH:13][C:14](=[O:26])[CH2:15][C:16]2[CH:21]=[CH:20][C:19]([C:22]([F:25])([F:24])[F:23])=[CH:18][CH:17]=2)=[C:5]2[C:10](=[CH:11][CH:12]=1)[CH2:9][N:8]([S:34]([C:29]1[CH:30]=[CH:31][CH:32]=[CH:33][C:28]=1[Cl:27])(=[O:36])=[O:35])[CH2:7][CH2:6]2.